From a dataset of CYP2C19 inhibition data for predicting drug metabolism from PubChem BioAssay. Regression/Classification. Given a drug SMILES string, predict its absorption, distribution, metabolism, or excretion properties. Task type varies by dataset: regression for continuous measurements (e.g., permeability, clearance, half-life) or binary classification for categorical outcomes (e.g., BBB penetration, CYP inhibition). Dataset: cyp2c19_veith. (1) The drug is CS(=O)(=O)N1CCC2(CCCN(c3ccncc3)C2)CC1. The result is 1 (inhibitor). (2) The drug is Nc1nc(-c2cc(-c3cccc4ccccc34)nc(N)n2)cc(-c2cccc3ccccc23)n1. The result is 0 (non-inhibitor).